Dataset: Forward reaction prediction with 1.9M reactions from USPTO patents (1976-2016). Task: Predict the product of the given reaction. (1) The product is: [Br:1][C:2]1[CH:3]=[C:4]([CH:8]([NH:10][C:11]2[CH:16]=[C:15]([N:24]3[CH2:23][CH2:22][N:21]([C:27]([O:29][C:30]([CH3:33])([CH3:32])[CH3:31])=[O:28])[CH2:26][CH2:25]3)[CH:14]=[CH:13][C:12]=2[N+:18]([O-:20])=[O:19])[CH3:9])[CH:5]=[CH:6][CH:7]=1. Given the reactants [Br:1][C:2]1[CH:3]=[C:4]([CH:8]([NH:10][C:11]2[CH:16]=[C:15](F)[CH:14]=[CH:13][C:12]=2[N+:18]([O-:20])=[O:19])[CH3:9])[CH:5]=[CH:6][CH:7]=1.[N:21]1([C:27]([O:29][C:30]([CH3:33])([CH3:32])[CH3:31])=[O:28])[CH2:26][CH2:25][NH:24][CH2:23][CH2:22]1.C(N(C(C)C)CC)(C)C, predict the reaction product. (2) Given the reactants Cl.[I:2][C:3]1[NH:7][C:6]([C@@H:8]2[CH2:12][C@H:11]([CH3:13])[CH2:10][NH2+:9]2)=[N:5][CH:4]=1.[CH3:14][O:15][C@H:16]([CH3:26])[C@H:17]([NH:21][C:22]([O:24][CH3:25])=[O:23])[C:18](O)=[O:19].CN(C(ON1N=NC2C=CC=NC1=2)=[N+](C)C)C.F[P-](F)(F)(F)(F)F.CCN(C(C)C)C(C)C, predict the reaction product. The product is: [I:2][C:3]1[N:7]=[C:6]([C@@H:8]2[CH2:12][C@H:11]([CH3:13])[CH2:10][N:9]2[C:18](=[O:19])[C@@H:17]([NH:21][C:22](=[O:23])[O:24][CH3:25])[C@H:16]([O:15][CH3:14])[CH3:26])[NH:5][CH:4]=1.